Task: Predict the reaction yield, written as a fraction of the theoretical maximum amount of product (1.0 means a 100% yield; for example, 0.34 means a 34% yield).. Dataset: Reaction yield outcomes from USPTO patents with 853,638 reactions (1) The reactants are [NH2:1][C:2]1[C:3]([C:21]([NH:23][CH3:24])=[O:22])=[N:4][C:5]([C:8]2[CH:13]=[CH:12][C:11]([O:14]C3CCCCO3)=[CH:10][CH:9]=2)=[CH:6][N:7]=1.Cl.[OH2:26]. The catalyst is CO. The product is [NH2:1][C:2]1[C:3]([C:21]([NH:23][CH3:24])=[O:22])=[N:4][C:5]([C:8]2[CH:13]=[CH:12][C:11]([O:14][OH:26])=[CH:10][CH:9]=2)=[CH:6][N:7]=1. The yield is 0.640. (2) The catalyst is C1COCC1. The reactants are C(NC(C)C)(C)C.C([Li])CCC.[CH3:13][C@@H:14]1[C@H:18]([C:19]2[CH:24]=[CH:23][CH:22]=[CH:21][CH:20]=2)[O:17][C:16](=[O:25])[N:15]1[C:26](=[O:35])[CH2:27][CH2:28][C@H:29]([CH3:34])[CH2:30][CH2:31][CH2:32][CH3:33].Br[CH2:37][C:38]([O:40][C:41]([CH3:44])([CH3:43])[CH3:42])=[O:39]. The product is [C:41]([O:40][C:38](=[O:39])[CH2:37][C@@H:27]([C:26]([N:15]1[C@H:14]([CH3:13])[C@H:18]([C:19]2[CH:24]=[CH:23][CH:22]=[CH:21][CH:20]=2)[O:17][C:16]1=[O:25])=[O:35])[CH2:28][C@H:29]([CH3:34])[CH2:30][CH2:31][CH2:32][CH3:33])([CH3:44])([CH3:43])[CH3:42]. The yield is 0.610. (3) The reactants are [Br:1][C:2]1[N:7]=[C:6]([CH2:8][OH:9])[CH:5]=[CH:4][CH:3]=1.N1C=CN=C1.[C:15]([Si:19]([CH3:22])([CH3:21])Cl)([CH3:18])([CH3:17])[CH3:16]. The catalyst is CN(C=O)C. The product is [Br:1][C:2]1[CH:3]=[CH:4][CH:5]=[C:6]([CH2:8][O:9][Si:19]([C:15]([CH3:18])([CH3:17])[CH3:16])([CH3:22])[CH3:21])[N:7]=1. The yield is 1.00. (4) The yield is 0.390. The reactants are C[O:2][C:3](=S)[NH:4][C:5]1[CH:6]=[C:7]2[C:11](=[C:12]([C:14]3[S:18][C:17]4[CH:19]=[CH:20][CH:21]=[CH:22][C:16]=4[CH:15]=3)[CH:13]=1)[NH:10][N:9]=[CH:8]2.[N:24]1[CH:29]=[CH:28][CH:27]=[CH:26][C:25]=1[CH2:30][CH2:31][NH2:32]. The product is [S:18]1[C:14]([C:12]2[CH:13]=[C:5]([NH:4][C:3]([NH:32][CH2:31][CH2:30][C:25]3[CH:26]=[CH:27][CH:28]=[CH:29][N:24]=3)=[O:2])[CH:6]=[C:7]3[C:11]=2[NH:10][N:9]=[CH:8]3)=[CH:15][C:16]2[CH:22]=[CH:21][CH:20]=[CH:19][C:17]1=2. The catalyst is C(O)C. (5) The reactants are [I:1][C:2]1[CH:11]=[C:10]2[C:5]([C:6](=O)[NH:7][C:8]([C:12]([O:14][CH2:15][CH3:16])=[O:13])=[N:9]2)=[CH:4][CH:3]=1.P(Cl)(Cl)([Cl:20])=O. No catalyst specified. The product is [Cl:20][C:6]1[C:5]2[C:10](=[CH:11][C:2]([I:1])=[CH:3][CH:4]=2)[N:9]=[C:8]([C:12]([O:14][CH2:15][CH3:16])=[O:13])[N:7]=1. The yield is 0.480. (6) The reactants are Br[C:2]1[CH:21]=[CH:20][C:5]2[C:6]([CH3:19])=[C:7]([C:9]([C:11]3[CH:16]=[CH:15][C:14]([Cl:17])=[CH:13][C:12]=3[Cl:18])=[O:10])[O:8][C:4]=2[CH:3]=1.[B:22]1([B:22]2[O:26][C:25]([CH3:28])([CH3:27])[C:24]([CH3:30])([CH3:29])[O:23]2)[O:26][C:25]([CH3:28])([CH3:27])[C:24]([CH3:30])([CH3:29])[O:23]1.C([O-])(=O)C.[K+]. The catalyst is CN(C)C=O.C1C=CC(P(C2C=CC=CC=2)[C-]2C=CC=C2)=CC=1.C1C=CC(P(C2C=CC=CC=2)[C-]2C=CC=C2)=CC=1.Cl[Pd]Cl.[Fe+2].ClCCl. The product is [Cl:18][C:12]1[CH:13]=[C:14]([Cl:17])[CH:15]=[CH:16][C:11]=1[C:9]([C:7]1[O:8][C:4]2[CH:3]=[C:2]([B:22]3[O:26][C:25]([CH3:28])([CH3:27])[C:24]([CH3:30])([CH3:29])[O:23]3)[CH:21]=[CH:20][C:5]=2[C:6]=1[CH3:19])=[O:10]. The yield is 0.730. (7) The reactants are [CH:1]1[C:6]2[C:7]3[O:8][C:9]4[C:14]([C:15]=3[NH:16][C:17](=[O:18])[C:5]=2[CH:4]=[CH:3][CH:2]=1)=[CH:13][CH:12]=[CH:11][CH:10]=4.[C:19](OC(=O)C)(=[O:21])[CH3:20]. The catalyst is N1C=CC=CC=1. The product is [CH:1]1[C:6]2=[C:7]3[C:15](=[N:16][C:17]([O:18][C:19](=[O:21])[CH3:20])=[C:5]2[CH:4]=[CH:3][CH:2]=1)[C:14]1[C:9](=[CH:10][CH:11]=[CH:12][CH:13]=1)[O:8]3. The yield is 0.520. (8) The reactants are [NH2:1][C:2]1[N:3]=[C:4]([CH3:13])[CH:5]=[C:6]2[CH2:11][CH2:10][O:9][C:8](=[O:12])[C:7]=12.C(N(CC)CC)C.[C:21](OC(=O)C)(=[O:23])[CH3:22]. The catalyst is C(#N)C. The product is [O:12]=[C:8]1[C:7]2=[C:2]([NH:1][C:21](=[O:23])[CH3:22])[N:3]=[C:4]([CH3:13])[CH:5]=[C:6]2[CH2:11][CH2:10][O:9]1. The yield is 0.890. (9) The reactants are Cl[C:2]1[C:11](Cl)=[N:10][C:9]2[C:4](=[CH:5][CH:6]=[CH:7][CH:8]=2)[N:3]=1.C([O-])([O-])=O.[K+].[K+].[CH:19]([O:22][C:23]1[CH:28]=[CH:27][C:26]([S:29]([NH2:32])(=[O:31])=[O:30])=[CH:25][CH:24]=1)([CH3:21])[CH3:20].C(O)(=O)C.[CH3:37][O:38][C:39]1[CH:40]=[C:41]([CH:43]=[C:44]([O:46][CH3:47])[CH:45]=1)[NH2:42]. The catalyst is CO.O. The product is [CH3:47][O:46][C:44]1[CH:43]=[C:41]([NH:42][C:2]2[C:11]([NH:32][S:29]([C:26]3[CH:25]=[CH:24][C:23]([O:22][CH:19]([CH3:21])[CH3:20])=[CH:28][CH:27]=3)(=[O:30])=[O:31])=[N:10][C:9]3[C:4]([N:3]=2)=[CH:5][CH:6]=[CH:7][CH:8]=3)[CH:40]=[C:39]([O:38][CH3:37])[CH:45]=1. The yield is 0.120. (10) The reactants are FC(F)(F)C(O)=O.[OH:8][C:9]1([CH2:15][N:16]2[C:25](=[O:26])[C:24]3[C:19](=[C:20]([CH3:27])[CH:21]=[CH:22][CH:23]=3)[N:18]=[CH:17]2)[CH2:14][CH2:13][NH:12][CH2:11][CH2:10]1.[C:28]1([CH:34]([CH3:39])[CH2:35][C:36](O)=[O:37])[CH:33]=[CH:32][CH:31]=[CH:30][CH:29]=1.CCN(C(C)C)C(C)C.CN(C(ON1N=NC2C=CC=NC1=2)=[N+](C)C)C.F[P-](F)(F)(F)(F)F. The catalyst is ClCCl. The product is [OH:8][C:9]1([CH2:15][N:16]2[C:25](=[O:26])[C:24]3[C:19](=[C:20]([CH3:27])[CH:21]=[CH:22][CH:23]=3)[N:18]=[CH:17]2)[CH2:10][CH2:11][N:12]([C:36](=[O:37])[CH2:35][CH:34]([C:28]2[CH:33]=[CH:32][CH:31]=[CH:30][CH:29]=2)[CH3:39])[CH2:13][CH2:14]1. The yield is 0.400.